Dataset: Reaction yield outcomes from USPTO patents with 853,638 reactions. Task: Predict the reaction yield, written as a fraction of the theoretical maximum amount of product (1.0 means a 100% yield; for example, 0.34 means a 34% yield). (1) The reactants are O[CH2:2][CH2:3][CH2:4][N:5]1[C:9]2=[N:10][CH:11]=[CH:12][CH:13]=[C:8]2[C:7]([C:14]2[C:15](=[O:30])[NH:16][C:17](=[O:29])[C:18]=2[C:19]2[C:28]3[C:23](=[CH:24][CH:25]=[CH:26][CH:27]=3)[CH:22]=[CH:21][CH:20]=2)=[CH:6]1.[N:31]1[CH:36]=CC=C[CH:32]=1.CS(OS(C)(=O)=O)(=O)=O.CNC. The catalyst is C1COCC1. The product is [CH3:32][N:31]([CH3:36])[CH2:2][CH2:3][CH2:4][N:5]1[C:9]2=[N:10][CH:11]=[CH:12][CH:13]=[C:8]2[C:7]([C:14]2[C:15](=[O:30])[NH:16][C:17](=[O:29])[C:18]=2[C:19]2[C:28]3[C:23](=[CH:24][CH:25]=[CH:26][CH:27]=3)[CH:22]=[CH:21][CH:20]=2)=[CH:6]1. The yield is 0.220. (2) The reactants are C(OCC[CH2:7][CH2:8][CH2:9][N:10]=[N+:11]=[N-:12])(=O)C.[C:13]([O-:16])([O-])=O.[K+].[K+].[C:19]([O-])(=O)C.[K]. The catalyst is CO.O. The product is [N:10]([CH:9]([CH3:19])[CH2:8][CH2:7][CH2:13][OH:16])=[N+:11]=[N-:12]. The yield is 0.650. (3) The reactants are [CH2:1]([O:8][CH2:9][CH2:10][NH:11][C@@H:12]([C:17]([CH3:20])([CH3:19])[CH3:18])[C:13]([O:15][CH3:16])=[O:14])[C:2]1[CH:7]=[CH:6][CH:5]=[CH:4][CH:3]=1.[O:21](C(OC(C)(C)C)=O)[C:22]([O:24][C:25]([CH3:28])([CH3:27])[CH3:26])=O. The catalyst is O1CCOCC1. The product is [CH2:1]([O:8][CH2:9][CH2:10][N:11]([C:22]([O:24][C:25]([CH3:28])([CH3:27])[CH3:26])=[O:21])[C@@H:12]([C:17]([CH3:20])([CH3:19])[CH3:18])[C:13]([O:15][CH3:16])=[O:14])[C:2]1[CH:7]=[CH:6][CH:5]=[CH:4][CH:3]=1. The yield is 0.720. (4) The reactants are [Br:1][C:2]1[C:3]([O:18][C:19]2[CH:24]=[CH:23][C:22]([C:25]([O:27]C(C)(C)C)=[O:26])=[CH:21][CH:20]=2)=[C:4]([Cl:17])[CH:5]=[C:6]2[C:11]=1[O:10][CH2:9][CH2:8][CH:7]2[C:12]([O:14][CH2:15][CH3:16])=[O:13].FC(F)(F)C(O)=O. The catalyst is ClCCl. The product is [Br:1][C:2]1[C:3]([O:18][C:19]2[CH:20]=[CH:21][C:22]([C:25]([OH:27])=[O:26])=[CH:23][CH:24]=2)=[C:4]([Cl:17])[CH:5]=[C:6]2[C:11]=1[O:10][CH2:9][CH2:8][CH:7]2[C:12]([O:14][CH2:15][CH3:16])=[O:13]. The yield is 0.990. (5) The reactants are Br[C:2]1(Br)[CH2:4][C@:3]1([C@H:6]1[C@@H:10]2[C@@H:11]3[C@@:24]([CH3:27])([CH2:25][CH2:26][C@@:9]2([C:42]([O:44][CH2:45][C:46]2[CH:51]=[CH:50][CH:49]=[CH:48][CH:47]=2)=[O:43])[CH2:8][CH2:7]1)[C@@:23]1([CH3:28])[C@@H:14]([C@:15]2([CH3:41])[C@@H:20]([CH2:21][CH2:22]1)[C:19]([CH3:30])([CH3:29])[C:18]([C:31]1[CH:36]=[CH:35][C:34]([C:37]([O:39][CH3:40])=[O:38])=[CH:33][CH:32]=1)=[CH:17][CH2:16]2)[CH2:13][CH2:12]3)[CH3:5].C([SnH](CCCC)CCCC)CCC. The catalyst is C1(C)C=CC=CC=1.CC(N=NC(C#N)(C)C)(C#N)C. The product is [CH3:40][O:39][C:37]([C:34]1[CH:35]=[CH:36][C:31]([C:18]2[C:19]([CH3:30])([CH3:29])[C@H:20]3[C@:15]([CH3:41])([CH2:16][CH:17]=2)[C@@H:14]2[C@:23]([CH3:28])([C@@:24]4([CH3:27])[C@H:11]([CH2:12][CH2:13]2)[C@H:10]2[C@H:6]([C:3]5([CH3:5])[CH2:4][CH2:2]5)[CH2:7][CH2:8][C@:9]2([C:42]([O:44][CH2:45][C:46]2[CH:51]=[CH:50][CH:49]=[CH:48][CH:47]=2)=[O:43])[CH2:26][CH2:25]4)[CH2:22][CH2:21]3)=[CH:32][CH:33]=1)=[O:38]. The yield is 0.990. (6) The reactants are [C:1]([C:3]1[CH:12]=[CH:11][C:10](F)=[CH:9][C:4]=1[C:5]([O:7][CH3:8])=[O:6])#[N:2].[Br:14][C:15]1[CH:22]=[CH:21][C:20]([OH:23])=[CH:19][C:16]=1[CH:17]=[O:18].C(=O)([O-])[O-].[K+].[K+].O. The catalyst is CN(C)C=O. The product is [Br:14][C:15]1[CH:22]=[CH:21][C:20]([O:23][C:10]2[CH:11]=[CH:12][C:3]([C:1]#[N:2])=[C:4]([CH:9]=2)[C:5]([O:7][CH3:8])=[O:6])=[CH:19][C:16]=1[CH:17]=[O:18]. The yield is 0.710.